Dataset: Forward reaction prediction with 1.9M reactions from USPTO patents (1976-2016). Task: Predict the product of the given reaction. (1) Given the reactants Br[C:2]1[CH:7]=[CH:6][C:5]([C:8]2[C:21]3[C:22]4=[C:23]5[C:18](=[CH:19][CH:20]=3)[CH:17]=[CH:16][C:15]([C:24]3[C:33]6[C:28](=[CH:29][CH:30]=[CH:31][CH:32]=6)[CH:27]=[CH:26][CH:25]=3)=[C:14]5[CH:13]=[CH:12][C:11]4=[CH:10][CH:9]=2)=[CH:4][CH:3]=1.[B:34]1([B:34]2[O:38][C:37]([CH3:40])([CH3:39])[C:36]([CH3:42])([CH3:41])[O:35]2)[O:38][C:37]([CH3:40])([CH3:39])[C:36]([CH3:42])([CH3:41])[O:35]1.C([O-])(=O)C.[K+], predict the reaction product. The product is: [CH3:41][C:36]1([CH3:42])[C:37]([CH3:40])([CH3:39])[O:38][B:34]([C:2]2[CH:7]=[CH:6][C:5]([C:8]3[C:21]4[C:22]5=[C:23]6[C:18](=[CH:19][CH:20]=4)[CH:17]=[CH:16][C:15]([C:24]4[C:33]7[C:28](=[CH:29][CH:30]=[CH:31][CH:32]=7)[CH:27]=[CH:26][CH:25]=4)=[C:14]6[CH:13]=[CH:12][C:11]5=[CH:10][CH:9]=3)=[CH:4][CH:3]=2)[O:35]1. (2) Given the reactants [F:1][C:2]1[CH:7]=[CH:6][C:5]([CH2:8][CH2:9][C:10]([OH:12])=O)=[CH:4][CH:3]=1.CN1CCOCC1.C(OC(Cl)=O)C(C)C.Cl.[CH3:29][NH:30][O:31][CH3:32], predict the reaction product. The product is: [F:1][C:2]1[CH:7]=[CH:6][C:5]([CH2:8][CH2:9][C:10]([N:30]([O:31][CH3:32])[CH3:29])=[O:12])=[CH:4][CH:3]=1. (3) Given the reactants [Cl:1][C:2]1[N:11]=[C:10](Cl)[C:9]2[C:4](=[CH:5][CH:6]=[CH:7][CH:8]=2)[N:3]=1.[CH:13]([Mg]Cl)([CH3:15])[CH3:14], predict the reaction product. The product is: [Cl:1][C:2]1[N:11]=[C:10]([CH:13]([CH3:15])[CH3:14])[C:9]2[C:4](=[CH:5][CH:6]=[CH:7][CH:8]=2)[N:3]=1.